From a dataset of Reaction yield outcomes from USPTO patents with 853,638 reactions. Predict the reaction yield, written as a fraction of the theoretical maximum amount of product (1.0 means a 100% yield; for example, 0.34 means a 34% yield). The reactants are [N:1]([CH2:4][C@H:5]([CH:29]1[CH2:31][CH2:30]1)[C@H:6]([C@H:15]1[CH2:19][O:18]C(C)(C)[N:16]1[C:22]([O:24][C:25]([CH3:28])([CH3:27])[CH3:26])=[O:23])[O:7][Si:8]([C:11]([CH3:14])([CH3:13])[CH3:12])([CH3:10])[CH3:9])=[N+:2]=[N-:3].C(O)(C(F)(F)F)=O.CCN(C(C)C)C(C)C.C(OC(OC(OC(C)(C)C)=O)=O)(C)(C)C. The catalyst is CO. The product is [N:1]([CH2:4][C@H:5]([CH:29]1[CH2:30][CH2:31]1)[C@@H:6]([O:7][Si:8]([C:11]([CH3:14])([CH3:13])[CH3:12])([CH3:10])[CH3:9])[C@H:15]([NH:16][C:22](=[O:23])[O:24][C:25]([CH3:28])([CH3:26])[CH3:27])[CH2:19][OH:18])=[N+:2]=[N-:3]. The yield is 0.540.